Dataset: Forward reaction prediction with 1.9M reactions from USPTO patents (1976-2016). Task: Predict the product of the given reaction. (1) Given the reactants C([O:8][C:9]1[CH:10]=[CH:11][C:12]([CH2:15][C:16]([C:45]([O:47][C:48]([CH3:51])([CH3:50])[CH3:49])=[O:46])([C:35]([O:37]CC2C=CC=CC=2)=[O:36])[CH2:17][CH2:18][C@H:19]([NH:27][C:28]([O:30][C:31]([CH3:34])([CH3:33])[CH3:32])=[O:29])[C:20]([O:22][C:23]([CH3:26])([CH3:25])[CH3:24])=[O:21])=[N:13][CH:14]=1)C1C=CC=CC=1, predict the reaction product. The product is: [C:23]([O:22][C:20](=[O:21])[C@@H:19]([NH:27][C:28]([O:30][C:31]([CH3:34])([CH3:33])[CH3:32])=[O:29])[CH2:18][CH2:17][C:16]([C:45]([O:47][C:48]([CH3:49])([CH3:50])[CH3:51])=[O:46])([CH2:15][C:12]1[CH:11]=[CH:10][C:9]([OH:8])=[CH:14][N:13]=1)[C:35]([OH:37])=[O:36])([CH3:24])([CH3:25])[CH3:26]. (2) Given the reactants [Cl:1][C:2]1[C:3]([NH:15][CH:16]2[CH2:23][CH:19]3[CH2:20][NH:21][CH2:22][CH:18]3[CH2:17]2)=[N:4][C:5]([NH:8][C:9]2[CH:10]=[N:11][N:12]([CH3:14])[CH:13]=2)=[N:6][CH:7]=1.CCN(CC)CC.[C:31](O[C:31]([C:33]([F:36])([F:35])[F:34])=[O:32])([C:33]([F:36])([F:35])[F:34])=[O:32], predict the reaction product. The product is: [Cl:1][C:2]1[C:3]([NH:15][CH:16]2[CH2:23][CH:19]3[CH2:20][N:21]([C:31](=[O:32])[C:33]([F:36])([F:35])[F:34])[CH2:22][CH:18]3[CH2:17]2)=[N:4][C:5]([NH:8][C:9]2[CH:10]=[N:11][N:12]([CH3:14])[CH:13]=2)=[N:6][CH:7]=1.